From a dataset of Forward reaction prediction with 1.9M reactions from USPTO patents (1976-2016). Predict the product of the given reaction. (1) The product is: [CH2:1]([N:8]([CH2:16][C@H:17]1[CH2:26][CH2:25][C:24]2[C:19](=[CH:20][CH:21]=[C:22]([B:28]3[O:32][C:31]([CH3:34])([CH3:33])[C:30]([CH3:36])([CH3:35])[O:29]3)[CH:23]=2)[O:18]1)[C:9](=[O:15])[O:10][C:11]([CH3:14])([CH3:13])[CH3:12])[C:2]1[CH:7]=[CH:6][CH:5]=[CH:4][CH:3]=1. Given the reactants [CH2:1]([N:8]([CH2:16][C@@H:17]1[CH2:26][CH2:25][C:24]2[C:19](=[CH:20][CH:21]=[C:22](Br)[CH:23]=2)[O:18]1)[C:9](=[O:15])[O:10][C:11]([CH3:14])([CH3:13])[CH3:12])[C:2]1[CH:7]=[CH:6][CH:5]=[CH:4][CH:3]=1.[B:28]1([B:28]2[O:32][C:31]([CH3:34])([CH3:33])[C:30]([CH3:36])([CH3:35])[O:29]2)[O:32][C:31]([CH3:34])([CH3:33])[C:30]([CH3:36])([CH3:35])[O:29]1.C([O-])(=O)C.[K+], predict the reaction product. (2) Given the reactants [CH3:1][C:2]([NH:8][C:9](=[O:38])[C:10]1[CH:15]=[CH:14][C:13]([CH2:16][N:17]([CH:31]2[CH2:36][CH2:35][CH2:34][CH2:33][CH:32]2[CH3:37])[S:18]([C:21]2[CH:22]=[N:23][C:24]([C:27]([F:30])([F:29])[F:28])=[CH:25][CH:26]=2)(=[O:20])=[O:19])=[CH:12][CH:11]=1)([CH3:7])[C:3]([O:5]C)=[O:4].O.[OH-].[Li+].O, predict the reaction product. The product is: [CH3:7][C:2]([NH:8][C:9](=[O:38])[C:10]1[CH:15]=[CH:14][C:13]([CH2:16][N:17]([CH:31]2[CH2:36][CH2:35][CH2:34][CH2:33][CH:32]2[CH3:37])[S:18]([C:21]2[CH:22]=[N:23][C:24]([C:27]([F:30])([F:29])[F:28])=[CH:25][CH:26]=2)(=[O:19])=[O:20])=[CH:12][CH:11]=1)([CH3:1])[C:3]([OH:5])=[O:4]. (3) Given the reactants [F:1][C:2]1[C:31]([F:32])=[CH:30][CH:29]=[CH:28][C:3]=1[O:4][C:5]1[CH:10]=[CH:9][C:8]([C:11]2[C:19]3[C:14](=[N:15][CH:16]=[N:17][C:18]=3[NH2:20])[N:13]([CH2:21][C@H:22]3[CH2:26][CH2:25][CH2:24][NH:23]3)[N:12]=2)=[C:7]([F:27])[CH:6]=1.[C:33]([CH2:35][C:36](O)=[O:37])#[N:34].CN(C(ON1N=NC2C=CC=NC1=2)=[N+](C)C)C.F[P-](F)(F)(F)(F)F, predict the reaction product. The product is: [NH2:20][C:18]1[N:17]=[CH:16][N:15]=[C:14]2[N:13]([CH2:21][C@H:22]3[CH2:26][CH2:25][CH2:24][N:23]3[C:36](=[O:37])[CH2:35][C:33]#[N:34])[N:12]=[C:11]([C:8]3[CH:9]=[CH:10][C:5]([O:4][C:3]4[CH:28]=[CH:29][CH:30]=[C:31]([F:32])[C:2]=4[F:1])=[CH:6][C:7]=3[F:27])[C:19]=12.